Regression. Given a target protein amino acid sequence and a drug SMILES string, predict the binding affinity score between them. We predict pIC50 (pIC50 = -log10(IC50 in M); higher means more potent). Dataset: bindingdb_ic50. From a dataset of Drug-target binding data from BindingDB using IC50 measurements. (1) The small molecule is O=C(Nc1ccc(Oc2ccc(C(F)(F)F)cc2)cc1)c1sc2c[nH]nc2c1O. The target protein (O42772) has sequence MALRLATRRFAPIAFRRGMATTIEHTKEPISATAEALSASRPPIKETKTSTVKEPQMDADAKTKTFHIYRWNPDQPTDKPRMQSYTLDLNKTGPMMLDALIRIKNEVDPTLTFRRSCREGICGSCAMNIDGVNTLACLCRIPTDTAKETRIYPLPHTYVVKDLVPDMTQFYKQYKSIKPYLQRDTAPPDGKENRQSVADRKKLDGLYECILCACCSTSCPSYWWNSEEYLGPAVLLQSYRWINDSRDEKTAQRKDALNNSMSLYRCHTILNCSRTCPKGLNPALAIAEIKKSMAFTG. The pIC50 is 7.6. (2) The drug is CCOc1ccccc1C(=O)NCC1(N2CCNCC2)CCCCC1. The target protein (Q9UL51) has sequence MDARGGGGRPGESPGATPAPGPPPPPPPAPPQQQPPPPPPPAPPPGPGPAPPQHPPRAEALPPEAADEGGPRGRLRSRDSSCGRPGTPGAASTAKGSPNGECGRGEPQCSPAGPEGPARGPKVSFSCRGAASGPAPGPGPAEEAGSEEAGPAGEPRGSQASFMQRQFGALLQPGVNKFSLRMFGSQKAVEREQERVKSAGAWIIHPYSDFRFYWDFTMLLFMVGNLIIIPVGITFFKDETTAPWIVFNVVSDTFFLMDLVLNFRTGIVIEDNTEIILDPEKIKKKYLRTWFVVDFVSSIPVDYIFLIVEKGIDSEVYKTARALRIVRFTKILSLLRLLRLSRLIRYIHQWEEIFHMTYDLASAVMRICNLISMMLLLCHWDGCLQFLVPMLQDFPRNCWVSINGMVNHSWSELYSFALFKAMSHMLCIGYGRQAPESMTDIWLTMLSMIVGATCYAMFIGHATALIQSLDSSRRQYQEKYKQVEQYMSFHKLPADFRQKI.... The pIC50 is 5.3. (3) The compound is O=C(Cc1ccccc1)Nc1cc2nn(-c3ccccc3)nc2cc1Cl. The target protein (Q13887) has sequence MATRVLSMSARLGPVPQPPAPQDEPVFAQLKPVLGAANPARDAALFPGEELKHAHHRPQAQPAPAQAPQPAQPPATGPRLPPEDLVQTRCEMEKYLTPQLPPVPIIPEHKKYRRDSASVVDQFFTDTEGLPYSINMNVFLPDITHLRTGLYKSQRPCVTHIKTEPVAIFSHQSETTAPPPAPTQALPEFTSIFSSHQTAAPEVNNIFIKQELPTPDLHLSVPTQQGHLYQLLNTPDLDMPSSTNQTAAMDTLNVSMSAAMAGLNTHTSAVPQTAVKQFQGMPPCTYTMPSQFLPQQATYFPPSPPSSEPGSPDRQAEMLQNLTPPPSYAATIASKLAIHNPNLPTTLPVNSQNIQPVRYNRRSNPDLEKRRIHYCDYPGCTKVYTKSSHLKAHLRTHTGEKPYKCTWEGCDWRFARSDELTRHYRKHTGAKPFQCGVCNRSFSRSDHLALHMKRHQN. The pIC50 is 5.1. (4) The drug is C[C@]12C[C@H]3CC[C@@H]4C[C@@H](O)CC[C@@]4(C)C3CC1CC[C@@H]2C#N. The target protein (P28471) has sequence MVSVQKVPAIVLCSGVSLALLHVLCLATCLNESPGQNSKDEKLCPENFTRILDSLLDGYDNRLRPGFGGPVTEVKTDIYVTSFGPVSDVEMEYTMDVFFRQTWIDKRLKYDGPIEILRLNNMMVTKVWTPDTFFRNGKKSVSHNMTAPNKLFRIMRNGTILYTMRLTISAECPMRLVDFPMDGHACPLKFGSYAYPKSEMIYTWTKGPEKSVEVPKESSSLVQYDLIGQTVSSETIKSITGEYIVMTVYFHLRRKMGYFMIQTYIPCIMTVILSQVSFWINKESVPARTVFGITTVLTMTTLSISARHSLPKVSYATAMDWFIAVCFAFVFSALIEFAAVNYFTNIQMQKAKKKISKPPPEVPAAPVLKEKHTETSLQNTHANLNMRKRTNALVHSESDVNSRTEVGNHSSKTTAAQESSETTPKAHLASSPNPFSRANAAETISAAARGLSSAASPSPHGTLQPAPLRSASARPAFGARLGRIKTTVNTTGVPGNVSAT.... The pIC50 is 7.8. (5) The compound is OC[C@H]1O[C@@H](SSCc2ccc(CSS[C@@H]3O[C@H](CO)[C@@H](O[C@@H]4O[C@H](CO)[C@H](O)[C@H](O)[C@H]4O)[C@H](O)[C@H]3O)c3ccccc23)[C@H](O)[C@@H](O)[C@@H]1O[C@@H]1O[C@H](CO)[C@H](O)[C@H](O)[C@H]1O. The target protein (P16110) has sequence MADSFSLNDALAGSGNPNPQGYPGAWGNQPGAGGYPGAAYPGAYPGQAPPGAYPGQAPPGAYPGQAPPSAYPGPTAPGAYPGPTAPGAYPGQPAPGAFPGQPGAPGAYPQCSGGYPAAGPYGVPAGPLTVPYDLPLPGGVMPRMLITIMGTVKPNANRIVLDFRRGNDVAFHFNPRFNENNRRVIVCNTKQDNNWGKEERQSAFPFESGKPFKIQVLVEADHFKVAVNDAHLLQYNHRMKNLREISQLGISGDITLTSANHAMI. The pIC50 is 4.6.